Dataset: Full USPTO retrosynthesis dataset with 1.9M reactions from patents (1976-2016). Task: Predict the reactants needed to synthesize the given product. (1) The reactants are: [C:1]1([S:7]([NH:10][C@H:11]([CH2:15][C:16]#[CH:17])[C:12]([OH:14])=O)(=[O:9])=[O:8])[CH:6]=[CH:5][CH:4]=[CH:3][CH:2]=1.C1C=CC2N(O)N=NC=2C=1.CCN(C(C)C)C(C)C.[CH3:37][O:38][CH:39]([O:42][CH3:43])[CH2:40][NH2:41].CCN=C=NCCCN(C)C. Given the product [CH3:37][O:38][CH:39]([O:42][CH3:43])[CH2:40][NH:41][C:12](=[O:14])[C@H:11]([NH:10][S:7]([C:1]1[CH:2]=[CH:3][CH:4]=[CH:5][CH:6]=1)(=[O:8])=[O:9])[CH2:15][C:16]#[CH:17], predict the reactants needed to synthesize it. (2) Given the product [C:10]([NH:9][CH2:8][C@@H:7]([C:20]([OH:22])=[O:21])[NH:6][C:4](=[O:5])[C:3]1[CH:23]=[CH:24][C:25]([C:27]([NH:29][CH2:30][C:31]2[CH:36]=[CH:35][CH:34]=[C:33]([OH:37])[CH:32]=2)=[O:28])=[CH:26][C:2]=1[Cl:1])(=[O:19])[C:11]1[CH:16]=[CH:15][CH:14]=[CH:13][CH:12]=1, predict the reactants needed to synthesize it. The reactants are: [Cl:1][C:2]1[CH:26]=[C:25]([C:27]([NH:29][CH2:30][C:31]2[CH:36]=[CH:35][CH:34]=[C:33]([OH:37])[CH:32]=2)=[O:28])[CH:24]=[CH:23][C:3]=1[C:4]([NH:6][C@H:7]([C:20]([OH:22])=[O:21])[CH2:8][NH:9][C:10](=[O:19])[C:11]1[CH:16]=[CH:15][CH:14]=[C:13](C#N)[CH:12]=1)=[O:5].ClC1C=C(C(NCC2C=CC=C(O)C=2)=O)C=CC=1C(N[C@H](C(O)=O)CNC(=O)C1C=CC=C(O)C=1)=O.ClC1C=C(C(NCC2C=CC=C(O)C=2)=O)C=CC=1C(N[C@H](C(O)=O)CNC(=O)C1C=CC=CC=1C)=O.ClC1C=C(C(NCC2C=CC=C(O)C=2)=O)C=CC=1C(N[C@H](C(O)=O)CNC(=O)C1C=CC=C(C)C=1)=O.ClC1C=C(C(NCC2C=CC=C(O)C=2)=O)C=CC=1C(N[C@H](C(O)=O)CNC(=O)C1C=CC(C)=CC=1)=O.ClC1C=C(C(NCC2C=CC=C(O)C=2)=O)C=CC=1C(N[C@H](C(O)=O)CNC(=O)C1C=CC=C(C(F)(F)F)C=1)=O. (3) The reactants are: Cl[C:2]1[C:11]([O:12][CH2:13][CH3:14])=[C:10]([Cl:15])[C:9]2[C:4](=[CH:5][CH:6]=[C:7]([C:16]([C:28]3[N:32]([CH3:33])[CH:31]=[N:30][CH:29]=3)([C:18]3[CH:19]=[N:20][C:21]([C:24]([F:27])([F:26])[F:25])=[CH:22][CH:23]=3)[OH:17])[CH:8]=2)[N:3]=1.[C:34](O)(C(F)(F)F)=[O:35].C[O-].[Na+]. Given the product [Cl:15][C:10]1[C:9]2[C:4](=[CH:5][CH:6]=[C:7]([C:16]([C:28]3[N:32]([CH3:33])[CH:31]=[N:30][CH:29]=3)([C:18]3[CH:19]=[N:20][C:21]([C:24]([F:27])([F:26])[F:25])=[CH:22][CH:23]=3)[OH:17])[CH:8]=2)[N:3]=[C:2]([O:35][CH3:34])[C:11]=1[O:12][CH2:13][CH3:14], predict the reactants needed to synthesize it. (4) Given the product [CH2:1]([O:3][C:4]([C:6]1([CH2:30][CH2:31][NH:40][C:39]2[C:34]([CH3:33])=[N:35][C:36]([N:41]3[CH2:45][CH2:44][C@@H:43]([N:46]4[CH2:50][CH2:49][CH2:48][C@@H:47]4[CH3:51])[CH2:42]3)=[CH:37][CH:38]=2)[CH2:7][CH2:8][CH:9]([O:12][Si:13]([C:26]([CH3:29])([CH3:27])[CH3:28])([C:20]2[CH:21]=[CH:22][CH:23]=[CH:24][CH:25]=2)[C:14]2[CH:19]=[CH:18][CH:17]=[CH:16][CH:15]=2)[CH2:10][CH2:11]1)=[O:5])[CH3:2], predict the reactants needed to synthesize it. The reactants are: [CH2:1]([O:3][C:4]([C:6]1([CH2:30][CH:31]=O)[CH2:11][CH2:10][CH:9]([O:12][Si:13]([C:26]([CH3:29])([CH3:28])[CH3:27])([C:20]2[CH:25]=[CH:24][CH:23]=[CH:22][CH:21]=2)[C:14]2[CH:19]=[CH:18][CH:17]=[CH:16][CH:15]=2)[CH2:8][CH2:7]1)=[O:5])[CH3:2].[CH3:33][C:34]1[C:39]([NH2:40])=[CH:38][CH:37]=[C:36]([N:41]2[CH2:45][CH2:44][C@@H:43]([N:46]3[CH2:50][CH2:49][CH2:48][C@@H:47]3[CH3:51])[CH2:42]2)[N:35]=1. (5) Given the product [CH3:39][S:40]([O:20][CH2:19][CH2:18][C@H:9]1[O:8][C@H:7]([C:21]2[CH:26]=[CH:25][CH:24]=[C:23]([O:27][CH3:28])[C:22]=2[O:29][CH3:30])[C:6]2[CH:31]=[C:2]([Cl:1])[CH:3]=[CH:4][C:5]=2[N:11]2[C:12]([CH:15]3[CH2:17][CH2:16]3)=[N:13][N:14]=[C:10]12)(=[O:42])=[O:41], predict the reactants needed to synthesize it. The reactants are: [Cl:1][C:2]1[CH:3]=[CH:4][C:5]2[N:11]3[C:12]([CH:15]4[CH2:17][CH2:16]4)=[N:13][N:14]=[C:10]3[C@@H:9]([CH2:18][CH2:19][OH:20])[O:8][C@H:7]([C:21]3[CH:26]=[CH:25][CH:24]=[C:23]([O:27][CH3:28])[C:22]=3[O:29][CH3:30])[C:6]=2[CH:31]=1.C(N(CC)CC)C.[CH3:39][S:40](Cl)(=[O:42])=[O:41].C(=O)(O)[O-].[Na+]. (6) Given the product [N+:32]([C:29]1[CH:30]=[CH:31][C:26]([O:25][C:23]([O:1][CH:2]2[CH2:3][CH2:4][N:5]([C:8]([O:10][C:11]([CH3:14])([CH3:13])[CH3:12])=[O:9])[CH2:6][CH2:7]2)=[O:24])=[CH:27][CH:28]=1)([O-:34])=[O:33], predict the reactants needed to synthesize it. The reactants are: [OH:1][CH:2]1[CH2:7][CH2:6][N:5]([C:8]([O:10][C:11]([CH3:14])([CH3:13])[CH3:12])=[O:9])[CH2:4][CH2:3]1.C(N(CC)CC)C.Cl[C:23]([O:25][C:26]1[CH:31]=[CH:30][C:29]([N+:32]([O-:34])=[O:33])=[CH:28][CH:27]=1)=[O:24]. (7) Given the product [OH:13][C:14]1[CH:19]=[CH:18][C:17]([C:20]2[N:11]([CH2:10][CH2:9][CH2:8][CH:7]([CH3:12])[CH3:6])[C:23]([C:25]3[CH:26]=[CH:27][C:28]([C:29]([OH:31])=[O:30])=[CH:32][CH:33]=3)=[CH:22][CH:21]=2)=[CH:16][CH:15]=1, predict the reactants needed to synthesize it. The reactants are: N1C=CC=C1.[CH3:6][CH:7]([CH3:12])[CH2:8][CH2:9][CH2:10][NH2:11].[OH:13][C:14]1[CH:19]=[CH:18][C:17]([C:20](=O)[CH2:21][CH2:22][C:23]([C:25]2[CH:33]=[CH:32][C:28]([C:29]([OH:31])=[O:30])=[CH:27][CH:26]=2)=O)=[CH:16][CH:15]=1.